This data is from Retrosynthesis with 50K atom-mapped reactions and 10 reaction types from USPTO. The task is: Predict the reactants needed to synthesize the given product. (1) Given the product CC(c1ccccc1)N1CCC[C@H](C(=O)O)C1, predict the reactants needed to synthesize it. The reactants are: CC(c1ccccc1)N1CCC[C@H](C(=O)OC(C)(C)C)C1. (2) Given the product FCCCC(F)c1cccc(C#Cc2ccc(OC(F)F)cc2)c1, predict the reactants needed to synthesize it. The reactants are: C#Cc1ccc(OC(F)F)cc1.FCCCC(F)c1cccc(Br)c1. (3) Given the product O=c1c(C#Cc2ccccc2)cc(-c2ccccn2)cn1-c1ccccc1, predict the reactants needed to synthesize it. The reactants are: C#Cc1ccccc1.O=c1c(Br)cc(-c2ccccn2)cn1-c1ccccc1.